From a dataset of NCI-60 drug combinations with 297,098 pairs across 59 cell lines. Regression. Given two drug SMILES strings and cell line genomic features, predict the synergy score measuring deviation from expected non-interaction effect. (1) Drug 2: CC(C)CN1C=NC2=C1C3=CC=CC=C3N=C2N. Synergy scores: CSS=6.19, Synergy_ZIP=2.81, Synergy_Bliss=4.34, Synergy_Loewe=-4.61, Synergy_HSA=-0.597. Cell line: HS 578T. Drug 1: C1=NC2=C(N1)C(=S)N=C(N2)N. (2) Drug 1: CC1=C(N=C(N=C1N)C(CC(=O)N)NCC(C(=O)N)N)C(=O)NC(C(C2=CN=CN2)OC3C(C(C(C(O3)CO)O)O)OC4C(C(C(C(O4)CO)O)OC(=O)N)O)C(=O)NC(C)C(C(C)C(=O)NC(C(C)O)C(=O)NCCC5=NC(=CS5)C6=NC(=CS6)C(=O)NCCC[S+](C)C)O. Drug 2: C1=NC2=C(N1)C(=S)N=CN2. Cell line: SK-MEL-28. Synergy scores: CSS=17.4, Synergy_ZIP=-0.636, Synergy_Bliss=5.68, Synergy_Loewe=4.60, Synergy_HSA=5.57.